This data is from Full USPTO retrosynthesis dataset with 1.9M reactions from patents (1976-2016). The task is: Predict the reactants needed to synthesize the given product. (1) Given the product [CH2:8]([O:7][CH:5]([CH3:6])[C:4](=[O:11])[CH:13]=[CH2:14])[CH:9]=[CH2:10], predict the reactants needed to synthesize it. The reactants are: CON(C)[C:4](=[O:11])[CH:5]([O:7][CH2:8][CH:9]=[CH2:10])[CH3:6].[CH:13]([Mg]Br)=[CH2:14].Cl. (2) Given the product [CH2:1]([N:3]([CH3:29])[C:4]([C:6]1[CH:7]=[C:8]([C:18]2[CH:19]=[CH:20][C:21]([O:24][CH2:25][C:26](=[O:28])[NH2:30])=[CH:22][N:23]=2)[N:9]([C:11]2[CH:12]=[N:13][C:14]([CH3:17])=[CH:15][CH:16]=2)[N:10]=1)=[O:5])[CH3:2], predict the reactants needed to synthesize it. The reactants are: [CH2:1]([N:3]([CH3:29])[C:4]([C:6]1[CH:7]=[C:8]([C:18]2[N:23]=[CH:22][C:21]([O:24][CH2:25][C:26]([OH:28])=O)=[CH:20][CH:19]=2)[N:9]([C:11]2[CH:12]=[N:13][C:14]([CH3:17])=[CH:15][CH:16]=2)[N:10]=1)=[O:5])[CH3:2].[NH3:30]. (3) Given the product [Br:13][C:11]1[C:6]2[N:7]=[C:8]([NH2:10])[S:9][C:5]=2[CH:4]=[C:3]([CH3:12])[C:2]=1[F:1], predict the reactants needed to synthesize it. The reactants are: [F:1][C:2]1[C:3]([CH3:12])=[CH:4][C:5]2[S:9][C:8]([NH2:10])=[N:7][C:6]=2[CH:11]=1.[Br:13]Br.[OH-].[NH4+]. (4) Given the product [C:48]1([N:54]2[C:58]3([CH2:59][CH2:60][N:61]([CH2:8][C:7]4[C:6]([F:10])=[CH:5][CH:4]=[CH:3][C:2]=4[C:13]4[CH:14]=[CH:15][S:11][CH:12]=4)[CH2:62][CH2:63]3)[C:57](=[O:64])[NH:56][CH2:55]2)[CH:49]=[CH:50][CH:51]=[CH:52][CH:53]=1, predict the reactants needed to synthesize it. The reactants are: Cl[C:2]1[C:7]([CH:8]=O)=[C:6]([F:10])[CH:5]=[CH:4][CH:3]=1.[S:11]1[CH:15]=[CH:14][C:13](B(O)O)=[CH:12]1.C(P(C(C)(C)C)C(C)(C)C)(C)(C)C.[F-].[K+].C(O[BH-](OC(=O)C)OC(=O)C)(=O)C.[Na+].[C:48]1([N:54]2[C:58]3([CH2:63][CH2:62][NH:61][CH2:60][CH2:59]3)[C:57](=[O:64])[NH:56][CH2:55]2)[CH:53]=[CH:52][CH:51]=[CH:50][CH:49]=1. (5) Given the product [C:19]1([C:34]2[CH:39]=[CH:38][CH:37]=[CH:36][CH:35]=2)[CH:24]=[CH:23][CH:22]=[CH:21][C:20]=1[C:25]([N:27]1[CH2:33][CH:32]2[CH:29]([CH2:30][N:31]2[C:9]2[CH:18]=[N:17][C:16]3[C:11](=[CH:12][CH:13]=[CH:14][CH:15]=3)[N:10]=2)[CH2:28]1)=[O:26], predict the reactants needed to synthesize it. The reactants are: C12N([C:9]3[CH:18]=[N:17][C:16]4[C:11](=[CH:12][CH:13]=[CH:14][CH:15]=4)[N:10]=3)CC1CCNC2.[C:19]1([C:34]2[CH:39]=[CH:38][CH:37]=[CH:36][CH:35]=2)[CH:24]=[CH:23][CH:22]=[CH:21][C:20]=1[C:25]([N:27]1[CH2:33][CH:32]2[CH:29]([CH2:30][NH:31]2)[CH2:28]1)=[O:26].ClC1C=NC2C(=CC=CC=2)N=1. (6) Given the product [F:33][C:34]([F:53])([F:52])[S:35]([O:11][C:12]1[CH2:17][CH2:16][CH:15]([O:18][CH2:19][CH:20]2[CH2:25][CH2:24][N:23]([C:26]([O:28][C:29]([CH3:32])([CH3:31])[CH3:30])=[O:27])[CH2:22][CH2:21]2)[CH2:14][CH:13]=1)(=[O:37])=[O:36], predict the reactants needed to synthesize it. The reactants are: [Li+].C[Si]([N-][Si](C)(C)C)(C)C.[O:11]=[C:12]1[CH2:17][CH2:16][CH:15]([O:18][CH2:19][CH:20]2[CH2:25][CH2:24][N:23]([C:26]([O:28][C:29]([CH3:32])([CH3:31])[CH3:30])=[O:27])[CH2:22][CH2:21]2)[CH2:14][CH2:13]1.[F:33][C:34]([F:53])([F:52])[S:35](N(C1C=CC=CC=1)[S:35]([C:34]([F:53])([F:52])[F:33])(=[O:37])=[O:36])(=[O:37])=[O:36].